From a dataset of Catalyst prediction with 721,799 reactions and 888 catalyst types from USPTO. Predict which catalyst facilitates the given reaction. (1) Reactant: [C:1]1([C:7]2[CH:19]=[CH:18][C:10]3[S:11][C:12]([C:14]([O:16]C)=[O:15])=[CH:13][C:9]=3[CH:8]=2)[CH:6]=[CH:5][CH:4]=[CH:3][CH:2]=1.O[Li].O. Product: [C:1]1([C:7]2[CH:19]=[CH:18][C:10]3[S:11][C:12]([C:14]([OH:16])=[O:15])=[CH:13][C:9]=3[CH:8]=2)[CH:2]=[CH:3][CH:4]=[CH:5][CH:6]=1. The catalyst class is: 20. (2) Reactant: [Cl:1][C:2]1[CH:9]=[C:8](B2OC(C)(C)C(C)(C)O2)[CH:7]=[CH:6][C:3]=1[C:4]#[N:5].Br[C:20]1[CH:21]=[N:22][CH:23]=[C:24]([F:29])[C:25]=1[CH:26]([OH:28])[CH3:27].C(Cl)Cl.C([O-])([O-])=O.[Na+].[Na+]. Product: [Cl:1][C:2]1[CH:9]=[C:8]([C:20]2[CH:21]=[N:22][CH:23]=[C:24]([F:29])[C:25]=2[CH:26]([OH:28])[CH3:27])[CH:7]=[CH:6][C:3]=1[C:4]#[N:5]. The catalyst class is: 151. (3) Reactant: [C:1]([O:5][C:6]([N:8]1[CH2:12][CH:11]([OH:13])[CH2:10][CH:9]1[CH2:14][OH:15])=[O:7])([CH3:4])([CH3:3])[CH3:2].[CH3:16][S:17](Cl)(=[O:19])=[O:18]. Product: [C:1]([O:5][C:6]([N:8]1[CH2:12][C@@H:11]([O:13][S:17]([CH3:16])(=[O:19])=[O:18])[CH2:10][C@@H:9]1[CH2:14][O:15][S:17]([CH3:16])(=[O:19])=[O:18])=[O:7])([CH3:4])([CH3:3])[CH3:2]. The catalyst class is: 17. (4) Reactant: C([O:3][C:4](=[O:46])[C@@H:5]([CH3:45])[CH2:6][N:7]1[CH2:13][CH2:12][CH2:11][CH:10]([N:14]([CH2:21][C:22]2[CH:27]=[C:26]([C:28]([F:31])([F:30])[F:29])[CH:25]=[C:24]([C:32]([F:35])([F:34])[F:33])[CH:23]=2)[C:15]2[N:16]=[N:17][N:18]([CH3:20])[N:19]=2)[C:9]2[CH:36]=[C:37]([CH3:44])[C:38]([C:40]([F:43])([F:42])[F:41])=[CH:39][C:8]1=2)C.[OH-].[Na+]. Product: [F:30][C:28]([F:29])([F:31])[C:26]1[CH:27]=[C:22]([CH:23]=[C:24]([C:32]([F:35])([F:34])[F:33])[CH:25]=1)[CH2:21][N:14]([C:15]1[N:16]=[N:17][N:18]([CH3:20])[N:19]=1)[CH:10]1[CH2:11][CH2:12][CH2:13][N:7]([CH2:6][C@H:5]([CH3:45])[C:4]([OH:46])=[O:3])[C:8]2[CH:39]=[C:38]([C:40]([F:41])([F:42])[F:43])[C:37]([CH3:44])=[CH:36][C:9]1=2. The catalyst class is: 24.